This data is from Forward reaction prediction with 1.9M reactions from USPTO patents (1976-2016). The task is: Predict the product of the given reaction. Given the reactants [Cl:1][C:2]1[CH:7]=[C:6]([O:8][CH3:9])[CH:5]=[CH:4][C:3]=1[C:10]1[CH:15]=[CH:14][N:13]=[C:12](OS(C(F)(F)F)(=O)=O)[C:11]=1[N+:24]([O-:26])=[O:25].Cl.[CH3:28][O:29][CH2:30][CH:31]([NH2:34])[CH2:32][CH3:33], predict the reaction product. The product is: [Cl:1][C:2]1[CH:7]=[C:6]([O:8][CH3:9])[CH:5]=[CH:4][C:3]=1[C:10]1[CH:15]=[CH:14][N:13]=[C:12]([NH:34][CH:31]([CH2:30][O:29][CH3:28])[CH2:32][CH3:33])[C:11]=1[N+:24]([O-:26])=[O:25].